This data is from Forward reaction prediction with 1.9M reactions from USPTO patents (1976-2016). The task is: Predict the product of the given reaction. (1) Given the reactants [Br:1][C:2]1[CH:3]=[C:4]2[C:10]([C:11]3[CH:16]=[CH:15][C:14]([O:17]C4CCCCO4)=[CH:13][CH:12]=3)=[CH:9][N:8]([S:24]([C:27]3[CH:32]=[CH:31][C:30]([CH3:33])=[CH:29][CH:28]=3)(=[O:26])=[O:25])[C:5]2=[N:6][CH:7]=1.C1(S)C=CC=CC=1.Cl, predict the reaction product. The product is: [Br:1][C:2]1[CH:3]=[C:4]2[C:10]([C:11]3[CH:16]=[CH:15][C:14]([OH:17])=[CH:13][CH:12]=3)=[CH:9][N:8]([S:24]([C:27]3[CH:32]=[CH:31][C:30]([CH3:33])=[CH:29][CH:28]=3)(=[O:25])=[O:26])[C:5]2=[N:6][CH:7]=1. (2) Given the reactants C[O:2][C:3](=[O:30])[C:4]1[CH:9]=[CH:8][CH:7]=[C:6]([C:10]2[N:11]=[C:12]([NH:19][C:20]3[CH:25]=[CH:24][C:23]([O:26][CH3:27])=[C:22]([O:28][CH3:29])[CH:21]=3)[C:13]3[N:18]=[CH:17][S:16][C:14]=3[N:15]=2)[CH:5]=1.[OH-].[Na+], predict the reaction product. The product is: [CH3:29][O:28][C:22]1[CH:21]=[C:20]([NH:19][C:12]2[C:13]3[N:18]=[CH:17][S:16][C:14]=3[N:15]=[C:10]([C:6]3[CH:5]=[C:4]([CH:9]=[CH:8][CH:7]=3)[C:3]([OH:30])=[O:2])[N:11]=2)[CH:25]=[CH:24][C:23]=1[O:26][CH3:27]. (3) The product is: [F:1][C:2]1[CH:3]=[CH:4][C:5]([N+:12]([O-:14])=[O:13])=[C:6]([S:8]([Cl:17])(=[O:10])=[O:9])[CH:7]=1. Given the reactants [F:1][C:2]1[CH:3]=[CH:4][C:5]([N+:12]([O-:14])=[O:13])=[C:6]([S:8](O)(=[O:10])=[O:9])[CH:7]=1.O=S(Cl)[Cl:17], predict the reaction product.